From a dataset of Forward reaction prediction with 1.9M reactions from USPTO patents (1976-2016). Predict the product of the given reaction. (1) Given the reactants Cl[C:2]1[CH:7]=[CH:6][C:5]([CH2:8][OH:9])=[C:4](I)[CH:3]=1.CCN(CC)CC.N#N.[H][H].[C:22]([C:24]1[CH:30]=[CH:29][CH:28]=[CH:27][C:25]=1[NH2:26])#[CH:23].C(Cl)[Cl:32], predict the reaction product. The product is: [NH2:26][C:25]1[CH:27]=[CH:28][CH:29]=[CH:30][C:24]=1[C:22]#[C:23][C:4]1[CH:3]=[CH:2][C:7]([Cl:32])=[CH:6][C:5]=1[CH2:8][OH:9]. (2) Given the reactants S(Cl)([Cl:3])=O.[F:5][C:6]1[CH:11]=[CH:10][CH:9]=[CH:8][C:7]=1[CH:12](O)[CH3:13], predict the reaction product. The product is: [Cl:3][CH:12]([C:7]1[CH:8]=[CH:9][CH:10]=[CH:11][C:6]=1[F:5])[CH3:13]. (3) Given the reactants F[C:2]1[CH:3]=[C:4]([CH:8]=[CH:9][C:10]=1[N+]([O-])=O)[C:5](O)=[O:6].O[N:15]1C2C=CC=CC=2N=N1.CN(C=O)C.C(N=C=NC(C)C)(C)C, predict the reaction product. The product is: [C:5]([NH2:15])(=[O:6])[C:4]1[CH:8]=[CH:9][CH:10]=[CH:2][CH:3]=1. (4) Given the reactants [CH2:1]([O:3][C:4]1[C:13]2[C:8](=[CH:9][CH:10]=[C:11]([CH:14]=[C:15]3[S:19][C:18](SC)=[N:17][C:16]3=[O:22])[CH:12]=2)[N:7]=[CH:6][CH:5]=1)[CH3:2].[F:23][C:24]1[CH:25]=[C:26]([CH2:30][CH2:31][NH2:32])[CH:27]=[CH:28][CH:29]=1.CCN(C(C)C)C(C)C, predict the reaction product. The product is: [CH2:1]([O:3][C:4]1[C:13]2[C:8](=[CH:9][CH:10]=[C:11]([CH:14]=[C:15]3[S:19][C:18]([NH:32][CH2:31][CH2:30][C:26]4[CH:27]=[CH:28][CH:29]=[C:24]([F:23])[CH:25]=4)=[N:17][C:16]3=[O:22])[CH:12]=2)[N:7]=[CH:6][CH:5]=1)[CH3:2]. (5) Given the reactants [C:1]1([C:5]([OH:7])=[O:6])CCC=1.[ClH:8].[CH3:9]O[C:11](=O)[CH2:12]N.[ClH:15].CN(C)CCCN=C=NCC.C(N(CC)C(C)C)(C)C.[O-2].[Al+3].[O-2].[O-2].[Al+3], predict the reaction product. The product is: [CH3:11][CH2:12][O:7][C:5]([CH3:1])=[O:6].[CH2:9]([Cl:15])[Cl:8].